From a dataset of Reaction yield outcomes from USPTO patents with 853,638 reactions. Predict the reaction yield, written as a fraction of the theoretical maximum amount of product (1.0 means a 100% yield; for example, 0.34 means a 34% yield). The reactants are [CH3:1][O:2][C:3]([C:5]1([C:8]2[CH:13]=[CH:12][C:11]([OH:14])=[C:10]([C:15](=O)[CH3:16])[CH:9]=2)[CH2:7][CH2:6]1)=[O:4].Cl.[NH2:19][OH:20].C([O-])(=O)C.[Na+]. The catalyst is CCO. The product is [CH3:1][O:2][C:3]([C:5]1([C:8]2[CH:13]=[CH:12][C:11]([OH:14])=[C:10]([C:15](=[N:19][OH:20])[CH3:16])[CH:9]=2)[CH2:7][CH2:6]1)=[O:4]. The yield is 0.980.